This data is from Full USPTO retrosynthesis dataset with 1.9M reactions from patents (1976-2016). The task is: Predict the reactants needed to synthesize the given product. (1) The reactants are: [CH3:1][O:2][C:3]([C:5]1[C:6]([C:11]2[CH2:12][CH2:13][N:14]([C:17]([O:19][C:20]([CH3:23])([CH3:22])[CH3:21])=[O:18])[CH2:15][CH:16]=2)=[N:7][CH:8]=[CH:9][CH:10]=1)=[O:4].[H][H]. Given the product [CH3:1][O:2][C:3]([C:5]1[C:6]([CH:11]2[CH2:12][CH2:13][N:14]([C:17]([O:19][C:20]([CH3:23])([CH3:22])[CH3:21])=[O:18])[CH2:15][CH2:16]2)=[N:7][CH:8]=[CH:9][CH:10]=1)=[O:4], predict the reactants needed to synthesize it. (2) Given the product [CH:2]1([CH2:5][O:6][C:7]2[CH:12]=[C:11]([F:13])[C:10]([O:14][CH3:15])=[CH:9][C:8]=2[C:16]2[CH:21]=[CH:20][N:19]=[C:18]3[C:22]([C:26]([NH:28][C@@H:29]4[CH2:34][CH2:33][N:32]([C:36](=[O:39])[CH2:37][CH3:38])[CH2:31][C@H:30]4[OH:35])=[O:27])=[C:23]([CH3:25])[NH:24][C:17]=23)[CH2:4][CH2:3]1, predict the reactants needed to synthesize it. The reactants are: Cl.[CH:2]1([CH2:5][O:6][C:7]2[CH:12]=[C:11]([F:13])[C:10]([O:14][CH3:15])=[CH:9][C:8]=2[C:16]2[CH:21]=[CH:20][N:19]=[C:18]3[C:22]([C:26]([NH:28][C@@H:29]4[CH2:34][CH2:33][NH:32][CH2:31][C@H:30]4[OH:35])=[O:27])=[C:23]([CH3:25])[NH:24][C:17]=23)[CH2:4][CH2:3]1.[C:36](Cl)(=[O:39])[CH2:37][CH3:38].